Dataset: Reaction yield outcomes from USPTO patents with 853,638 reactions. Task: Predict the reaction yield, written as a fraction of the theoretical maximum amount of product (1.0 means a 100% yield; for example, 0.34 means a 34% yield). (1) The reactants are [N:1]1([C:7]2[CH:19]=[C:18]([C:20]([O:22][CH3:23])=[O:21])[C:10]3[NH:11][C:12]([C:14]([F:17])([F:16])[F:15])=[N:13][C:9]=3[CH:8]=2)[CH2:6][CH2:5][O:4][CH2:3][CH2:2]1.C(=O)([O-])[O-].[K+].[K+].Br[CH2:31][C:32]1[C:41]2[C:36](=[CH:37][CH:38]=[CH:39][CH:40]=2)[CH:35]=[CH:34][CH:33]=1. The catalyst is CN(C)C=O. The product is [N:1]1([C:7]2[CH:19]=[C:18]([C:20]([O:22][CH3:23])=[O:21])[C:10]3[N:11]=[C:12]([C:14]([F:17])([F:15])[F:16])[N:13]([CH2:31][C:32]4[C:41]5[C:36](=[CH:37][CH:38]=[CH:39][CH:40]=5)[CH:35]=[CH:34][CH:33]=4)[C:9]=3[CH:8]=2)[CH2:6][CH2:5][O:4][CH2:3][CH2:2]1. The yield is 0.692. (2) The reactants are [Cl:1][C:2]1[CH:7]=[CH:6][CH:5]=[C:4]([Cl:8])[C:3]=1[C:9]1[S:10][C:11]2[C:16]([SH:17])=[N:15][CH:14]=[N:13][C:12]=2[N:18]=1.[CH2:19](N(CC)CC)C.CI. The yield is 0.440. The catalyst is C(O)C. The product is [Cl:1][C:2]1[CH:7]=[CH:6][CH:5]=[C:4]([Cl:8])[C:3]=1[C:9]1[S:10][C:11]2[C:16]([S:17][CH3:19])=[N:15][CH:14]=[N:13][C:12]=2[N:18]=1. (3) The reactants are Br[C:2]1[CH:9]=[N:8][CH:7]=[C:6]([N:10]2[CH2:22][CH2:21][C:20]3[N:19]4[C:14]([CH2:15][CH2:16][CH2:17][CH2:18]4)=[CH:13][C:12]=3[C:11]2=[O:23])[C:3]=1[CH:4]=[O:5].[CH3:24][N:25]1[CH:30]=[C:29](B2OC(C)(C)C(C)(C)O2)[CH:28]=[C:27]([NH:40][C:41]2[CH:46]=[CH:45][C:44]([N:47]3[CH2:52][CH2:51][N:50]([CH:53]4[CH2:56][O:55][CH2:54]4)[CH2:49][CH2:48]3)=[CH:43][N:42]=2)[C:26]1=[O:57].[O-]P([O-])([O-])=O.[K+].[K+].[K+].CC([O-])=O.[Na+]. The catalyst is CC#N.O.C1C=CC(P(C2C=CC=CC=2)[C-]2C=CC=C2)=CC=1.C1C=CC(P(C2C=CC=CC=2)[C-]2C=CC=C2)=CC=1.Cl[Pd]Cl.[Fe+2]. The product is [CH3:24][N:25]1[C:26](=[O:57])[C:27]([NH:40][C:41]2[CH:46]=[CH:45][C:44]([N:47]3[CH2:52][CH2:51][N:50]([CH:53]4[CH2:54][O:55][CH2:56]4)[CH2:49][CH2:48]3)=[CH:43][N:42]=2)=[CH:28][C:29]([C:2]2[CH:9]=[N:8][CH:7]=[C:6]([N:10]3[CH2:22][CH2:21][C:20]4[N:19]5[C:14]([CH2:15][CH2:16][CH2:17][CH2:18]5)=[CH:13][C:12]=4[C:11]3=[O:23])[C:3]=2[CH:4]=[O:5])=[CH:30]1. The yield is 0.400. (4) The reactants are Br[C:2]1[CH:7]=[CH:6][C:5]([S:8]([N:11]2[CH2:27][CH2:26][C:14]3([O:19][CH2:18][C:17](=[O:20])[N:16]([CH2:21][C:22]([F:25])([F:24])[F:23])[CH2:15]3)[CH2:13][CH2:12]2)(=[O:10])=[O:9])=[CH:4][CH:3]=1.CC1(C)C(C)(C)OB([C:36]2[CH:45]=[C:44]3[C:39]([CH:40]=[CH:41][CH:42]=[N:43]3)=[CH:38][CH:37]=2)O1.C(=O)([O-])[O-].[K+].[K+]. The catalyst is O1CCOCC1.O.C1C=CC(P(C2C=CC=CC=2)[C-]2C=CC=C2)=CC=1.C1C=CC(P(C2C=CC=CC=2)[C-]2C=CC=C2)=CC=1.Cl[Pd]Cl.[Fe+2].C(Cl)Cl. The product is [N:43]1[C:44]2[C:39](=[CH:38][CH:37]=[C:36]([C:2]3[CH:7]=[CH:6][C:5]([S:8]([N:11]4[CH2:12][CH2:13][C:14]5([O:19][CH2:18][C:17](=[O:20])[N:16]([CH2:21][C:22]([F:24])([F:23])[F:25])[CH2:15]5)[CH2:26][CH2:27]4)(=[O:9])=[O:10])=[CH:4][CH:3]=3)[CH:45]=2)[CH:40]=[CH:41][CH:42]=1. The yield is 0.600. (5) The reactants are [F:1][C:2]1[CH:7]=[CH:6][C:5]([C:8]2[CH:13]=[C:12]([C:14]([F:17])([F:16])[F:15])[N:11]=[C:10]([N:18]3[CH:22]=[C:21](I)[N:20]=[CH:19]3)[N:9]=2)=[CH:4][CH:3]=1.[Cl-].[Li+].C([Mg]Cl)(C)C.[CH2:31]([Sn:35](Cl)([CH2:40][CH2:41][CH2:42][CH3:43])[CH2:36][CH2:37][CH2:38][CH3:39])[CH2:32][CH2:33][CH3:34].[Cl-].[NH4+]. The catalyst is C1COCC1. The product is [F:1][C:2]1[CH:7]=[CH:6][C:5]([C:8]2[CH:13]=[C:12]([C:14]([F:17])([F:16])[F:15])[N:11]=[C:10]([N:18]3[CH:22]=[C:21]([Sn:35]([CH2:36][CH2:37][CH2:38][CH3:39])([CH2:40][CH2:41][CH2:42][CH3:43])[CH2:31][CH2:32][CH2:33][CH3:34])[N:20]=[CH:19]3)[N:9]=2)=[CH:4][CH:3]=1. The yield is 0.580. (6) The reactants are C[O:2][C:3]([CH2:5][CH2:6][C:7]1[N:11]([CH2:12][C:13]2[CH:30]=[CH:29][C:16]3/[C:17](=[CH:26]/[C:27]#[N:28])/[C:18]4[CH:25]=[CH:24][CH:23]=[CH:22][C:19]=4[CH2:20][CH2:21][C:15]=3[CH:14]=2)[C:10]2[CH:31]=[C:32]([C:36]3[CH:41]=[CH:40][CH:39]=[CH:38][CH:37]=3)[CH:33]=[C:34]([CH3:35])[C:9]=2[N:8]=1)=[O:4].[OH-].[Na+]. The catalyst is C(O)C. The product is [C:3]([CH2:5][CH2:6][C:7]1[N:11]([CH2:12][C:13]2[CH:30]=[CH:29][C:16]3/[C:17](=[CH:26]/[C:27]#[N:28])/[C:18]4[CH:25]=[CH:24][CH:23]=[CH:22][C:19]=4[CH2:20][CH2:21][C:15]=3[CH:14]=2)[C:10]2[CH:31]=[C:32]([C:36]3[CH:37]=[CH:38][CH:39]=[CH:40][CH:41]=3)[CH:33]=[C:34]([CH3:35])[C:9]=2[N:8]=1)([OH:4])=[O:2]. The yield is 0.990. (7) The reactants are Cl.[N:2]1[CH:7]=[CH:6][C:5]([C:8]2[CH:16]=[CH:15][C:11]([C:12]([OH:14])=O)=[CH:10][CH:9]=2)=[CH:4][CH:3]=1.[C:17]([O:21][C:22](=[O:35])[NH:23][CH2:24][CH2:25][NH:26][CH2:27][C:28]1[CH:33]=[CH:32][C:31]([Cl:34])=[CH:30][CH:29]=1)([CH3:20])([CH3:19])[CH3:18].C1C=CC2N(O)N=NC=2C=1.CCN=C=NCCCN(C)C.C(N(CC)CC)C. The catalyst is CN(C=O)C. The product is [C:17]([O:21][C:22](=[O:35])[NH:23][CH2:24][CH2:25][N:26]([CH2:27][C:28]1[CH:33]=[CH:32][C:31]([Cl:34])=[CH:30][CH:29]=1)[C:12](=[O:14])[C:11]1[CH:10]=[CH:9][C:8]([C:5]2[CH:4]=[CH:3][N:2]=[CH:7][CH:6]=2)=[CH:16][CH:15]=1)([CH3:20])([CH3:18])[CH3:19]. The yield is 0.930.